Dataset: Catalyst prediction with 721,799 reactions and 888 catalyst types from USPTO. Task: Predict which catalyst facilitates the given reaction. (1) Reactant: [F:1][C:2]([F:41])([F:40])[C:3]1[CH:4]=[C:5]([C@@H:13]([N:15]([CH3:39])[C:16]([N:18]2[CH2:30][CH2:29][C@:21]3([NH:25][C@@H:24]([C:26]([NH2:28])=[O:27])[CH2:23][CH2:22]3)[CH2:20][C@@H:19]2[C:31]2[CH:36]=[CH:35][C:34]([F:37])=[CH:33][C:32]=2[CH3:38])=[O:17])[CH3:14])[CH:6]=[C:7]([C:9]([F:12])([F:11])[F:10])[CH:8]=1.[ClH:42]. Product: [ClH:42].[F:41][C:2]([F:1])([F:40])[C:3]1[CH:4]=[C:5]([C@@H:13]([N:15]([CH3:39])[C:16]([N:18]2[CH2:30][CH2:29][C@:21]3([NH:25][C@@H:24]([C:26]([NH2:28])=[O:27])[CH2:23][CH2:22]3)[CH2:20][C@@H:19]2[C:31]2[CH:36]=[CH:35][C:34]([F:37])=[CH:33][C:32]=2[CH3:38])=[O:17])[CH3:14])[CH:6]=[C:7]([C:9]([F:10])([F:11])[F:12])[CH:8]=1. The catalyst class is: 27. (2) Reactant: C(N(CC)CC)C.[Cl:8][C:9]1[C:10](=[O:21])[C:11]2[CH:12]=[CH:13][CH:14]=[N:15][C:16]=2[C:17](=[O:20])[C:18]=1Cl.[NH:22]1[CH2:27][CH2:26][CH2:25][CH2:24][CH2:23]1. Product: [Cl:8][C:9]1[C:10](=[O:21])[C:11]2[CH:12]=[CH:13][CH:14]=[N:15][C:16]=2[C:17](=[O:20])[C:18]=1[N:22]1[CH2:27][CH2:26][CH2:25][CH2:24][CH2:23]1. The catalyst class is: 48. (3) Reactant: [CH:1]([O:4][C:5]([N:7]1[CH2:12][CH2:11][CH:10]([O:13][N:14]=[C:15]2[CH2:20][CH2:19][N:18]([C:21]3[CH:26]=[C:25]([F:27])[C:24]([CH2:28][OH:29])=[CH:23][C:22]=3[F:30])[CH2:17][CH2:16]2)[CH2:9][CH2:8]1)=[O:6])([CH3:3])[CH3:2].[C:31]([NH:38][C@H:39]([C:43](O)=[O:44])[CH:40]([CH3:42])[CH3:41])([O:33][C:34]([CH3:37])([CH3:36])[CH3:35])=[O:32].C(Cl)CCl. Product: [CH:1]([O:4][C:5]([N:7]1[CH2:12][CH2:11][CH:10]([O:13][N:14]=[C:15]2[CH2:16][CH2:17][N:18]([C:21]3[CH:26]=[C:25]([F:27])[C:24]([CH2:28][O:29][C:43](=[O:44])[C@@H:39]([NH:38][C:31]([O:33][C:34]([CH3:35])([CH3:37])[CH3:36])=[O:32])[CH:40]([CH3:42])[CH3:41])=[CH:23][C:22]=3[F:30])[CH2:19][CH2:20]2)[CH2:9][CH2:8]1)=[O:6])([CH3:3])[CH3:2]. The catalyst class is: 79. (4) Reactant: I[C:2]1[CH:3]=[C:4]2[C:9](=[CH:10][CH:11]=1)[N:8]=[CH:7][C:6]([C:12]#[N:13])=[C:5]2[NH:14][C:15]1[CH:20]=[CH:19][C:18]([N:21]2[CH2:26][CH2:25][O:24][CH2:23][CH2:22]2)=[CH:17][CH:16]=1.[O-]P([O-])([O-])=O.[K+].[K+].[K+].[Al].[CH2:36]([NH2:43])[C:37]1[CH:42]=[CH:41][CH:40]=[CH:39][CH:38]=1.C(O)CO.IC1C=C2C(=CC=1)N=CC=C2. Product: [CH2:36]([NH:43][C:2]1[CH:3]=[C:4]2[C:9](=[CH:10][CH:11]=1)[N:8]=[CH:7][C:6]([C:12]#[N:13])=[C:5]2[NH:14][C:15]1[CH:20]=[CH:19][C:18]([N:21]2[CH2:26][CH2:25][O:24][CH2:23][CH2:22]2)=[CH:17][CH:16]=1)[C:37]1[CH:42]=[CH:41][CH:40]=[CH:39][CH:38]=1. The catalyst class is: 32. (5) Reactant: Br[C:2]1[S:6][C:5]([C:7]([NH:9][CH2:10][C:11]2[CH:16]=[CH:15][N:14]3[CH:17]=[CH:18][N:19]=[C:13]3[CH:12]=2)=[O:8])=[CH:4][CH:3]=1.[CH:20]([C@@H:23]1[CH2:27][O:26][C:25](=[O:28])[NH:24]1)([CH3:22])[CH3:21].CN(C)CCN.C(=O)([O-])[O-].[K+].[K+]. Product: [N:19]1[CH:18]=[CH:17][N:14]2[CH:15]=[CH:16][C:11]([CH2:10][NH:9][C:7]([C:5]3[S:6][C:2]([N:24]4[C@H:23]([CH:20]([CH3:22])[CH3:21])[CH2:27][O:26][C:25]4=[O:28])=[CH:3][CH:4]=3)=[O:8])=[CH:12][C:13]=12. The catalyst class is: 185. (6) Reactant: [F:1][C:2]1[CH:7]=[C:6]([F:8])[C:5]([C:9]2[C:18]3[C:13](=[CH:14][C:15]([N:19]4[CH2:24][CH2:23][O:22][CH2:21][CH2:20]4)=[CH:16][CH:17]=3)[N:12]=[CH:11][N:10]=2)=[CH:4][C:3]=1[CH:25]([C:28]1[C:33]([O:34][CH3:35])=[N:32][CH:31]=[CH:30][N:29]=1)[C:26]#[N:27].[OH:36]S(O)(=O)=O.[OH-].[Na+]. Product: [F:1][C:2]1[CH:7]=[C:6]([F:8])[C:5]([C:9]2[C:18]3[C:13](=[CH:14][C:15]([N:19]4[CH2:24][CH2:23][O:22][CH2:21][CH2:20]4)=[CH:16][CH:17]=3)[N:12]=[CH:11][N:10]=2)=[CH:4][C:3]=1[CH:25]([C:28]1[C:33]([O:34][CH3:35])=[N:32][CH:31]=[CH:30][N:29]=1)[C:26]([NH2:27])=[O:36]. The catalyst class is: 6.